Dataset: NCI-60 drug combinations with 297,098 pairs across 59 cell lines. Task: Regression. Given two drug SMILES strings and cell line genomic features, predict the synergy score measuring deviation from expected non-interaction effect. (1) Drug 1: CC1C(C(=O)NC(C(=O)N2CCCC2C(=O)N(CC(=O)N(C(C(=O)O1)C(C)C)C)C)C(C)C)NC(=O)C3=C4C(=C(C=C3)C)OC5=C(C(=O)C(=C(C5=N4)C(=O)NC6C(OC(=O)C(N(C(=O)CN(C(=O)C7CCCN7C(=O)C(NC6=O)C(C)C)C)C)C(C)C)C)N)C. Drug 2: CC1=C2C(C(=O)C3(C(CC4C(C3C(C(C2(C)C)(CC1OC(=O)C(C(C5=CC=CC=C5)NC(=O)C6=CC=CC=C6)O)O)OC(=O)C7=CC=CC=C7)(CO4)OC(=O)C)O)C)OC(=O)C. Cell line: UO-31. Synergy scores: CSS=6.56, Synergy_ZIP=1.09, Synergy_Bliss=3.70, Synergy_Loewe=-1.24, Synergy_HSA=-1.11. (2) Drug 1: COC1=CC(=CC(=C1O)OC)C2C3C(COC3=O)C(C4=CC5=C(C=C24)OCO5)OC6C(C(C7C(O6)COC(O7)C8=CC=CS8)O)O. Drug 2: CCCCCOC(=O)NC1=NC(=O)N(C=C1F)C2C(C(C(O2)C)O)O. Cell line: A498. Synergy scores: CSS=33.7, Synergy_ZIP=-5.81, Synergy_Bliss=-0.457, Synergy_Loewe=-0.177, Synergy_HSA=3.30.